From a dataset of Full USPTO retrosynthesis dataset with 1.9M reactions from patents (1976-2016). Predict the reactants needed to synthesize the given product. Given the product [ClH:17].[NH2:1][C:2]1[S:3][CH:4]=[C:5]([C:7]2[CH:8]=[CH:9][C:10]([C:11]([N:34]3[CH2:33][CH2:32][N:31]([S:28]([C:23]4[CH:22]=[CH:21][C:20]5[C:25](=[CH:26][CH:27]=[C:18]([Cl:17])[CH:19]=5)[CH:24]=4)(=[O:30])=[O:29])[CH2:36][CH2:35]3)=[O:13])=[CH:14][CH:15]=2)[N:6]=1, predict the reactants needed to synthesize it. The reactants are: [NH2:1][C:2]1[S:3][CH:4]=[C:5]([C:7]2[CH:15]=[CH:14][C:10]([C:11]([OH:13])=O)=[CH:9][CH:8]=2)[N:6]=1.Cl.[Cl:17][C:18]1[CH:19]=[C:20]2[C:25](=[CH:26][CH:27]=1)[CH:24]=[C:23]([S:28]([N:31]1[CH2:36][CH2:35][NH:34][CH2:33][CH2:32]1)(=[O:30])=[O:29])[CH:22]=[CH:21]2.